This data is from Forward reaction prediction with 1.9M reactions from USPTO patents (1976-2016). The task is: Predict the product of the given reaction. (1) Given the reactants [NH2:1][C:2]1[CH:7]=[CH:6][C:5]([OH:8])=[CH:4][CH:3]=1.[CH3:9][O:10][C:11](=[O:19])[C:12](=[CH2:18])[CH2:13][C:14](OC)=[O:15], predict the reaction product. The product is: [CH3:9][O:10][C:11]([CH:12]1[CH2:13][C:14](=[O:15])[N:1]([C:2]2[CH:7]=[CH:6][C:5]([OH:8])=[CH:4][CH:3]=2)[CH2:18]1)=[O:19]. (2) Given the reactants Cl[CH2:2][C:3]1[N:4]=[CH:5][N:6]([C:8]([C:21]2[CH:26]=[CH:25][CH:24]=[CH:23][CH:22]=2)([C:15]2[CH:20]=[CH:19][CH:18]=[CH:17][CH:16]=2)[C:9]2[CH:14]=[CH:13][CH:12]=[CH:11][CH:10]=2)[CH:7]=1.[CH2:27]([O:34][C:35]1[CH:40]=[CH:39][CH:38]=[CH:37][C:36]=1[OH:41])[C:28]1[CH:33]=[CH:32][CH:31]=[CH:30][CH:29]=1, predict the reaction product. The product is: [CH2:27]([O:34][C:35]1[CH:40]=[CH:39][CH:38]=[CH:37][C:36]=1[O:41][CH2:2][C:3]1[N:4]=[CH:5][N:6]([C:8]([C:21]2[CH:26]=[CH:25][CH:24]=[CH:23][CH:22]=2)([C:15]2[CH:20]=[CH:19][CH:18]=[CH:17][CH:16]=2)[C:9]2[CH:14]=[CH:13][CH:12]=[CH:11][CH:10]=2)[CH:7]=1)[C:28]1[CH:29]=[CH:30][CH:31]=[CH:32][CH:33]=1. (3) Given the reactants CC([OH:5])(C)C.CC[C@H]1[C@H]2C[C@H]([C@H](OC3C4C(=CC=CC=4)C(O[C@H](C4C=CN=C5C=4C=C(OC)C=C5)[C@@H]4N5C[C@H](CC)[C@@H](CC5)C4)=NN=3)C3C=CN=C4C=3C=C(OC)C=C4)N(CC2)C1.CS(N)(=O)=O.[CH3:69][O:70][N:71]([CH3:77])[C:72](=[O:76])[C:73]([CH3:75])=[CH2:74].[OH2:78], predict the reaction product. The product is: [OH:78][C@:73]([CH3:75])([CH2:74][OH:5])[C:72]([N:71]([O:70][CH3:69])[CH3:77])=[O:76]. (4) Given the reactants Cl.[NH:2]1[C:7]2[N:8]=[CH:9][CH:10]=[CH:11][C:6]=2[C:5]2([CH2:16][CH2:15][NH:14][CH2:13][CH2:12]2)[O:4][C:3]1=[O:17].Cl[C:19]1[N:24]=[CH:23][N:22]=[C:21]([O:25][C:26]2[CH:35]=[C:34]([CH3:36])[C:29]3[NH:30][C:31](=[O:33])[S:32][C:28]=3[CH:27]=2)[CH:20]=1.CCN(C(C)C)C(C)C.O, predict the reaction product. The product is: [CH3:36][C:34]1[C:29]2[NH:30][C:31](=[O:33])[S:32][C:28]=2[CH:27]=[C:26]([O:25][C:21]2[N:22]=[CH:23][N:24]=[C:19]([N:14]3[CH2:13][CH2:12][C:5]4([O:4][C:3](=[O:17])[NH:2][C:7]5[N:8]=[CH:9][CH:10]=[CH:11][C:6]4=5)[CH2:16][CH2:15]3)[CH:20]=2)[CH:35]=1. (5) The product is: [CH:1]1([CH2:4][O:5][C:6]2[CH:7]=[C:8]([CH:13]=[C:14]([N:16]([CH2:21][CH2:22][N:23]3[CH2:24][CH2:25][O:26][CH2:27][CH2:28]3)[S:17]([CH3:20])(=[O:18])=[O:19])[CH:15]=2)[C:9]([OH:11])=[O:10])[CH2:3][CH2:2]1. Given the reactants [CH:1]1([CH2:4][O:5][C:6]2[CH:7]=[C:8]([CH:13]=[C:14]([N:16]([CH2:21][CH2:22][N:23]3[CH2:28][CH2:27][O:26][CH2:25][CH2:24]3)[S:17]([CH3:20])(=[O:19])=[O:18])[CH:15]=2)[C:9]([O:11]C)=[O:10])[CH2:3][CH2:2]1.[OH-].[Na+], predict the reaction product. (6) Given the reactants C([O:8][C:9]1[CH:14]=[C:13](/[CH:15]=[CH:16]/[C:17]2[N:18](COCC3C=CC=CC=3)[N:19]=[CH:20][CH:21]=2)[CH:12]=[CH:11][C:10]=1[N:31]1[S:35](=[O:37])(=[O:36])[NH:34][C:33](=[O:38])[CH2:32]1)C1C=CC=CC=1, predict the reaction product. The product is: [OH:8][C:9]1[CH:14]=[C:13]([CH2:15][CH2:16][C:17]2[NH:18][N:19]=[CH:20][CH:21]=2)[CH:12]=[CH:11][C:10]=1[N:31]1[S:35](=[O:37])(=[O:36])[NH:34][C:33](=[O:38])[CH2:32]1. (7) Given the reactants [N+:1]([C:4]1[CH:5]=[CH:6][C:7]([N:10]2[CH2:15][CH2:14][CH2:13][CH2:12][C:11]2=[O:16])=[N:8][CH:9]=1)([O-])=O, predict the reaction product. The product is: [NH2:1][C:4]1[CH:5]=[CH:6][C:7]([N:10]2[CH2:15][CH2:14][CH2:13][CH2:12][C:11]2=[O:16])=[N:8][CH:9]=1.